Dataset: Experimentally validated miRNA-target interactions with 360,000+ pairs, plus equal number of negative samples. Task: Binary Classification. Given a miRNA mature sequence and a target amino acid sequence, predict their likelihood of interaction. (1) The miRNA is hsa-miR-148a-3p with sequence UCAGUGCACUACAGAACUUUGU. The protein sequence of the target gene is MFPSRRKAAQLPWEDGRSGLLSGGLPRKCSVFHLFVACLSLGFFSLLWLQLSCSGDVARAVRGQGQETSGPPRACPPEPPPEHWEEDASWGPHRLAVLVPFRERFEELLVFVPHMRRFLSRKKIRHHIYVLNQVDHFRFNRAALINVGFLESSNSTDYIAMHDVDLLPLNEELDYGFPEAGPFHVASPELHPLYHYKTYVGGILLLSKQHYRLCNGMSNRFWGWGREDDEFYRRIKGAGLQLFRPSGITTGYKTFRHLHDPAWRKRDQKRIAAQKQEQFKVDREGGLNTVKYHVASRTAL.... Result: 1 (interaction). (2) The miRNA is hsa-miR-6740-3p with sequence UGUCUUCUCUCCUCCCAAACAG. The protein sequence of the target gene is MVSVPTTWCSVALALLVALHEGKGQAAATLEQPASSSHAQGTHLRLRRCSCSSWLDKECVYFCHLDIIWVNTPEQTAPYGLGNPPRRRRRSLPRRCQCSSARDPACATFCLRRPWTEAGAVPSRKSPADVFQTGKTGATTGELLQRLRDISTVKSLFAKRQQEAMREPRSTHSRWRKR. Result: 1 (interaction). (3) The miRNA is hsa-miR-3649 with sequence AGGGACCUGAGUGUCUAAG. The protein sequence of the target gene is MAGAAMAERGRVPPPAPAPSTEGLPRAFLQSLRTLFDILDDRRRGCVHLREIESRWQGTDARELPRGVLEGLRQVAPASGYLTFERFVAGLRTSLLSADGGPRDPTRAPARPGDQPPPPPQRLVFAPADEPRTVLERKPLPLGVRAPLAGPSAAARSPEQLCAPAEAAPCPAEPERSQSAALEPSSSADAGAVACRALEADSGDARRAPRARGERRRHTIASGVDCGLLKQMKELEQEKEVLLQGLEMMARGRDWYQQQLQRVQERQRRLGQSRASADFGAAGSPRPLGRLLPKVQEVAR.... Result: 1 (interaction). (4) Result: 0 (no interaction). The protein sequence of the target gene is MVGVLAMAAAAAPPPVKDCEIEPCKKRKKDDDTSTCKTITKYLSPLGKTRDRVFAPPKPSNILDYFRKTSPTNEKTQLGKECKIKSPESVPVDSNKDCTTPLEMFSNVEFKKKRKRVNLSHQLNNIKTENEAPIEISSDDSKEDYSLNNDFVESSTSVLRYKKQVEVLAENIQDTKSQPNTMTSLQNSKKVNPKQGTTKNDFKKLRKRKCRDVVDLSESLPLAEELNLLKKDGKDTKQMENTTSHANSRDNVTEAAQLNDSIITVSYEEFLKSHKENKVEEIPDSTMSICVPSETVDEIV.... The miRNA is hsa-miR-3064-3p with sequence UUGCCACACUGCAACACCUUACA. (5) The miRNA is hsa-miR-196b-5p with sequence UAGGUAGUUUCCUGUUGUUGGG. The protein sequence of the target gene is MAGMALARAWKQMSWFYYQYLLVTALYMLEPWERTVFNSMLVSIVGMALYTGYVFMPQHIMAILHYFEIVQ. Result: 1 (interaction). (6) The miRNA is hsa-miR-1180-3p with sequence UUUCCGGCUCGCGUGGGUGUGU. The protein sequence of the target gene is MPRVYIGRLSYQARERDVERFFKGYGKILEVDLKNGYGFVEFDDLRDADDAVYELNGKDLCGERVIVEHARGPRRDGSYGSGRSGYGYRRSGRDKYGPPTRTEYRLIVENLSSRCSWQDLKDYMRQAGEVTYADAHKGRKNEGVIEFVSYSDMKRALEKLDGTEVNGRKIRLVEDKPGSRRRRSYSRSRSHSRSRSRSRHSRKSRSRSGSSKSSHSKSRSRSRSGSRSRSKSRSRSQSRSRSKKEKSRSPSKEKSRSRSHSAGKSRSKSKDQAEEKIQNNDNVGKPKSRSPSRHKSKSKS.... Result: 1 (interaction). (7) The miRNA is mmu-miR-1906 with sequence UGCAGCAGCCUGAGGCAGGGCU. The protein sequence of the target gene is MDGTETRQRRLDSCGKPGELGLPHPLSTGGLPVASEDGALRAPESQSVTPKPLETEPSRETTWSIGLQVTVPFMFAGLGLSWAGMLLDYFQHWPVFVEVKDLLTLVPPLVGLKGNLEMTLASRLSTAANTGQIDDPQEQHRVISSNLALIQVQATVVGLLAAVAALLLGVVSREEVDVAKVELLCASSVLTAFLAAFALGVLMVCIVIGARKLGVNPDNIATPIAASLGDLITLSILALVSSFFYRHKDSRYLTPLVCLSFAALTPVWVLIAKQSPPIVKILKFGWFPIILAMVISSFGG.... Result: 0 (no interaction). (8) The miRNA is mmu-miR-24-3p with sequence UGGCUCAGUUCAGCAGGAACAG. The protein sequence of the target gene is MATPSAAFEALMNGVTSWDIPEDSVPCELLLIGEASFPIMVNDVGQVLVAASSYGRGRMVVASHEDFLLESQLFVFLVNAVGWLRSSPNSAIGVHSSLAPLVKILESCGIESKIEPEVNDSLGVYCIDAYNETMTDKLVQFVKRGGGLLIGGEAWDWDTQGDDDRVLFAFPGNLVTSVAGVYFTDNKADTSFFKVSKKMPKIPILVRCDDDLSDDRDELLRGIIDLDITNSDCFPSQLLVHGSLAFPLGLDTYHGCVIAAARYGRGRVVVTGHKVLFTVGKLGPFLLNAVRWLDGGRKGK.... Result: 1 (interaction). (9) The miRNA is hsa-miR-4659b-3p with sequence UUUCUUCUUAGACAUGGCAGCU. The protein sequence of the target gene is MQGPLLLPGLCFLLSLFGAVTQKTKTSCAKCPPNASCVNNTHCTCNHGYTSGSGQKLFTFPLETCNDINECTPPYSVYCGFNAVCYNVEGSFYCQCVPGYRLHSGNEQFSNSNENTCQDTTSSKTTEGRKELQKIVDKFESLLTNQTLWRTEGRQEISSTATTILRDVESKVLETALKDPEQKVLKIQNDSVAIETQAITDNCSEERKTFNLNVQMNSMDIRCSDIIQGDTQGPSAIAFISYSSLGNIINATFFEEMDKKDQVYLNSQVVSAAIGPKRNVSLSKSVTLTFQHVKMTPSTK.... Result: 0 (no interaction). (10) Result: 0 (no interaction). The protein sequence of the target gene is MAENLYRARSRVYSPSVLFLHPDMGIGGAERLVLDAALALQEYGCDVKIWTAHYDPNHCFIETRELSVQCAGDWLPRSLGWGGRGAAICSYVRMVFLALYVLFLSGEEFDVVVCDQVSACIPVFKLARRRKRVLFYCHFPDLLLTQRNSALKKFYRAPIDWIEEYTTGMADRILVNSQYTASVFKETFKTLSHRNPDVLYPSLNIGSFDLAIPEKIDDLVPKGKQFLFLSINRYERKKNLPLALRSLVQLRNRLPSQEWDKVHLFMAGGYDDRIPENVEHYKELKKMVQESDLERHVTFL.... The miRNA is mmu-miR-486a-3p with sequence CGGGGCAGCUCAGUACAGGAU.